Dataset: Full USPTO retrosynthesis dataset with 1.9M reactions from patents (1976-2016). Task: Predict the reactants needed to synthesize the given product. (1) Given the product [CH3:11][CH:10]([CH3:12])[CH2:9][CH2:8][NH:7][C:5](=[O:6])[C:4]1[CH:13]=[CH:14][CH:15]=[C:2]([NH:30][C:26]2[CH:27]=[CH:28][CH:29]=[C:24](/[CH:23]=[CH:22]/[C:19]3[CH:20]=[CH:21][N:16]=[CH:17][CH:18]=3)[CH:25]=2)[CH:3]=1, predict the reactants needed to synthesize it. The reactants are: Br[C:2]1[CH:3]=[C:4]([CH:13]=[CH:14][CH:15]=1)[C:5]([NH:7][CH2:8][CH2:9][CH:10]([CH3:12])[CH3:11])=[O:6].[N:16]1[CH:21]=[CH:20][C:19](/[CH:22]=[CH:23]/[C:24]2[CH:25]=[C:26]([NH2:30])[CH:27]=[CH:28][CH:29]=2)=[CH:18][CH:17]=1.CC(C1C=C(C(C)C)C(C2C=CC=CC=2P(C2CCCCC2)C2CCCCC2)=C(C(C)C)C=1)C.C([O-])([O-])=O.[K+].[K+]. (2) Given the product [F:23][C:22]([F:25])([F:24])[C:20]([OH:26])=[O:21].[NH2:7][CH2:8][C:9]([N:10]([CH3:17])[C:11]1[CH:12]=[CH:13][N:14]=[CH:15][CH:16]=1)=[O:18], predict the reactants needed to synthesize it. The reactants are: C(OC(=O)[NH:7][CH2:8][C:9](=[O:18])[N:10]([CH3:17])[C:11]1[CH:16]=[CH:15][N:14]=[CH:13][CH:12]=1)(C)(C)C.[C:20]([OH:26])([C:22]([F:25])([F:24])[F:23])=[O:21]. (3) Given the product [CH2:16]([C@H:4]1[C:5](=[O:13])[NH:6][C:7]2([CH2:8][CH2:9][NH:10][CH2:11][CH2:12]2)[S:3]1)[CH3:17], predict the reactants needed to synthesize it. The reactants are: CC[S:3]1(C)[C:7]2([CH2:12][CH2:11][NH:10][CH2:9][CH2:8]2)[NH:6][C:5](=[O:13])[CH2:4]1.Cl[C:16]1C=CC=C(C(OO)=O)[CH:17]=1.C(N)CN.[OH-].[Na+].